Dataset: Catalyst prediction with 721,799 reactions and 888 catalyst types from USPTO. Task: Predict which catalyst facilitates the given reaction. (1) Reactant: [N:1]1([S:5]([NH2:8])(=[O:7])=[O:6])[CH2:4][CH2:3][CH2:2]1.C1(P(C2CCCCC2)C2C=CC=CC=2C2C(C(C)C)=CC(C(C)C)=CC=2C(C)C)CCCCC1.C(=O)([O-])[O-].[Cs+].[Cs+].Cl[C:50]1[CH:55]=[C:54]([O:56][CH:57]([F:59])[F:58])[N:53]=[C:52]([S:60][CH2:61][C:62]2[CH:67]=[CH:66][CH:65]=[C:64]([F:68])[C:63]=2[F:69])[N:51]=1. Product: [F:59][CH:57]([F:58])[O:56][C:54]1[N:53]=[C:52]([S:60][CH2:61][C:62]2[CH:67]=[CH:66][CH:65]=[C:64]([F:68])[C:63]=2[F:69])[N:51]=[C:50]([NH:8][S:5]([N:1]2[CH2:4][CH2:3][CH2:2]2)(=[O:7])=[O:6])[CH:55]=1. The catalyst class is: 102. (2) Reactant: [NH2:1][C:2]1[CH:10]=[CH:9][CH:8]=[C:7]2[C:3]=1[C:4](=[O:20])[N:5]([CH:12]1[CH2:17][CH2:16][C:15](=[O:18])[NH:14][C:13]1=[O:19])[C:6]2=[O:11].[C:21](Cl)(=[O:25])[CH2:22][CH2:23][CH3:24].CO. Product: [O:19]=[C:13]1[CH:12]([N:5]2[C:4](=[O:20])[C:3]3[C:7](=[CH:8][CH:9]=[CH:10][C:2]=3[NH:1][C:21](=[O:25])[CH2:22][CH2:23][CH3:24])[C:6]2=[O:11])[CH2:17][CH2:16][C:15](=[O:18])[NH:14]1. The catalyst class is: 165.